This data is from Merck oncology drug combination screen with 23,052 pairs across 39 cell lines. The task is: Regression. Given two drug SMILES strings and cell line genomic features, predict the synergy score measuring deviation from expected non-interaction effect. (1) Drug 1: CNC(=O)c1cc(Oc2ccc(NC(=O)Nc3ccc(Cl)c(C(F)(F)F)c3)cc2)ccn1. Drug 2: CCc1cnn2c(NCc3ccc[n+]([O-])c3)cc(N3CCCCC3CCO)nc12. Cell line: OCUBM. Synergy scores: synergy=-1.24. (2) Drug 1: O=C(CCCCCCC(=O)Nc1ccccc1)NO. Drug 2: C=CCn1c(=O)c2cnc(Nc3ccc(N4CCN(C)CC4)cc3)nc2n1-c1cccc(C(C)(C)O)n1. Cell line: OV90. Synergy scores: synergy=-5.03.